From a dataset of Forward reaction prediction with 1.9M reactions from USPTO patents (1976-2016). Predict the product of the given reaction. (1) Given the reactants Cl.[F:2][C:3]1[C:8]([F:9])=[C:7]([F:10])[C:6]([F:11])=[CH:5][C:4]=1[NH:12]N.[CH3:14][CH:15]([C:24](=O)[CH3:25])[CH2:16][CH2:17][CH2:18][CH2:19][CH2:20][C:21]([OH:23])=[O:22], predict the reaction product. The product is: [F:11][C:6]1[C:7]([F:10])=[C:8]([F:9])[C:3]([F:2])=[C:4]2[C:5]=1[C:15]([CH2:16][CH2:17][CH2:18][CH2:19][CH2:20][C:21]([OH:23])=[O:22])([CH3:14])[C:24]([CH3:25])=[N:12]2. (2) Given the reactants [Br:1][C:2]1[CH:7]=[CH:6][C:5]([CH:8]([NH:10][CH2:11][CH2:12][C:13]2([CH:18]([CH3:20])[CH3:19])OCC[O:14]2)[CH3:9])=[CH:4][CH:3]=1.CO.Cl, predict the reaction product. The product is: [Br:1][C:2]1[CH:3]=[CH:4][C:5]([CH:8]([NH:10][CH2:11][CH2:12][C:13](=[O:14])[CH:18]([CH3:20])[CH3:19])[CH3:9])=[CH:6][CH:7]=1. (3) Given the reactants [O:1]1[CH2:5][CH2:4]O[CH:2]1[C:6]1[CH:7]=[CH:8][C:9](F)=[C:10]([CH:13]=1)[C:11]#[N:12].[OH2:15].[NH2:16][NH2:17], predict the reaction product. The product is: [O:15]1[CH2:4][CH2:5][O:1][CH:2]1[C:6]1[CH:13]=[C:10]2[C:9](=[CH:8][CH:7]=1)[NH:17][N:16]=[C:11]2[NH2:12]. (4) Given the reactants ClC(Cl)(Cl)CO[C:5](=[O:23])[NH:6][C:7]1[N:8]([C:16]2[CH:21]=[CH:20][C:19]([CH3:22])=[CH:18][CH:17]=2)[N:9]=[C:10]([C:12]([CH3:15])([CH3:14])[CH3:13])[CH:11]=1.[CH3:26][N:27]1[CH2:31][CH2:30][C@@H:29]([C:32]2[N:36]3[CH:37]=[C:38]([O:41][C@H:42]4[C:51]5[C:46](=[CH:47][CH:48]=[CH:49][CH:50]=5)[C@@H:45]([NH2:52])[CH2:44][CH2:43]4)[CH:39]=[CH:40][C:35]3=[N:34][N:33]=2)[CH2:28]1.CCN(C(C)C)C(C)C.N, predict the reaction product. The product is: [C:12]([C:10]1[CH:11]=[C:7]([NH:6][C:5]([NH:52][C@@H:45]2[C:46]3[C:51](=[CH:50][CH:49]=[CH:48][CH:47]=3)[C@H:42]([O:41][C:38]3[CH:39]=[CH:40][C:35]4[N:36]([C:32]([C@@H:29]5[CH2:30][CH2:31][N:27]([CH3:26])[CH2:28]5)=[N:33][N:34]=4)[CH:37]=3)[CH2:43][CH2:44]2)=[O:23])[N:8]([C:16]2[CH:21]=[CH:20][C:19]([CH3:22])=[CH:18][CH:17]=2)[N:9]=1)([CH3:14])([CH3:13])[CH3:15]. (5) Given the reactants [F:1][CH:2]([C:9]1[O:13][N:12]=[C:11]([C:14]([OH:16])=O)[CH:10]=1)[C:3]1[CH:8]=[CH:7][CH:6]=[CH:5][CH:4]=1.Cl.[O:18]1[CH2:22][CH2:21][CH:20]([CH2:23][NH2:24])[CH2:19]1.C(N(CC)CC)C.ON1C2C=CC=CC=2N=N1.Cl.C(N=C=NCCCN(C)C)C, predict the reaction product. The product is: [O:18]1[CH2:22][CH2:21][CH:20]([CH2:23][NH:24][C:14]([C:11]2[CH:10]=[C:9]([CH:2]([F:1])[C:3]3[CH:4]=[CH:5][CH:6]=[CH:7][CH:8]=3)[O:13][N:12]=2)=[O:16])[CH2:19]1. (6) Given the reactants [OH:1][C:2]1[CH:3]=[C:4]2[C:9](=[CH:10][CH:11]=1)[CH:8]=[C:7]([C:12]1[O:13][C:14]3[CH:27]=[CH:26][CH:25]=[CH:24][C:15]=3[C:16]=1[C:17](=[O:23])[CH2:18][C:19]([CH3:22])([CH3:21])[CH3:20])[CH:6]=[CH:5]2.[Br:28]Br.C([O-])(=O)C.[K+], predict the reaction product. The product is: [Br:28][C:3]1[C:2]([OH:1])=[CH:11][CH:10]=[C:9]2[C:4]=1[CH:5]=[CH:6][C:7]([C:12]1[O:13][C:14]3[CH:27]=[CH:26][CH:25]=[CH:24][C:15]=3[C:16]=1[C:17](=[O:23])[CH2:18][C:19]([CH3:22])([CH3:21])[CH3:20])=[CH:8]2. (7) Given the reactants C(Cl)(=O)C(Cl)=O.CS(C)=O.[CH2:11]([O:18][C:19]1[CH:36]=[CH:35][C:22]([C:23]([NH:25][C:26]2[CH:31]=[C:30]([CH2:32][OH:33])[CH:29]=[CH:28][C:27]=2[CH3:34])=[O:24])=[CH:21][CH:20]=1)[C:12]1[CH:17]=[CH:16][CH:15]=[CH:14][CH:13]=1.C([O-])(O)=O.[Na+], predict the reaction product. The product is: [CH2:11]([O:18][C:19]1[CH:36]=[CH:35][C:22]([C:23]([NH:25][C:26]2[CH:31]=[C:30]([CH:32]=[O:33])[CH:29]=[CH:28][C:27]=2[CH3:34])=[O:24])=[CH:21][CH:20]=1)[C:12]1[CH:13]=[CH:14][CH:15]=[CH:16][CH:17]=1.